From a dataset of NCI-60 drug combinations with 297,098 pairs across 59 cell lines. Regression. Given two drug SMILES strings and cell line genomic features, predict the synergy score measuring deviation from expected non-interaction effect. Drug 1: COC1=CC(=CC(=C1O)OC)C2C3C(COC3=O)C(C4=CC5=C(C=C24)OCO5)OC6C(C(C7C(O6)COC(O7)C8=CC=CS8)O)O. Drug 2: C1=CC(=CC=C1CCCC(=O)O)N(CCCl)CCCl. Cell line: A498. Synergy scores: CSS=37.9, Synergy_ZIP=-8.64, Synergy_Bliss=-8.49, Synergy_Loewe=-5.13, Synergy_HSA=-3.11.